Regression/Classification. Given a drug SMILES string, predict its absorption, distribution, metabolism, or excretion properties. Task type varies by dataset: regression for continuous measurements (e.g., permeability, clearance, half-life) or binary classification for categorical outcomes (e.g., BBB penetration, CYP inhibition). Dataset: cyp2d6_veith. From a dataset of CYP2D6 inhibition data for predicting drug metabolism from PubChem BioAssay. The compound is C[C@@]12CCC(=O)C=C1CC[C@H]1[C@@H]3CC=C(CC(=O)O)[C@]3(C)CC(=O)[C@H]12. The result is 0 (non-inhibitor).